This data is from Catalyst prediction with 721,799 reactions and 888 catalyst types from USPTO. The task is: Predict which catalyst facilitates the given reaction. (1) Reactant: [Cl:1][C:2]1[CH:10]=[C:9]2[C:5]([CH:6]=[C:7]([CH:18]=[O:19])[N:8]2[C:11]2[CH:16]=[CH:15][CH:14]=[C:13]([F:17])[CH:12]=2)=[CH:4][CH:3]=1.[CH3:20][Mg]Br.CCOCC. Product: [Cl:1][C:2]1[CH:10]=[C:9]2[C:5]([CH:6]=[C:7]([CH:18]([OH:19])[CH3:20])[N:8]2[C:11]2[CH:16]=[CH:15][CH:14]=[C:13]([F:17])[CH:12]=2)=[CH:4][CH:3]=1. The catalyst class is: 7. (2) Product: [CH3:15][N:16]1[C:21]2[N:22]=[C:23]([N:27]3[CH2:32][CH2:31][N:30]([CH:33]([C:36]4[N:41]=[CH:40][CH:39]=[CH:38][N:37]=4)[CH3:34])[CH2:29][CH2:28]3)[NH:24][C:25](=[O:26])[C:20]=2[CH2:19][CH2:18][CH2:17]1. The catalyst class is: 5. Reactant: FC(F)(F)C(O)=O.FC(F)(F)C(O)=O.[CH3:15][N:16]1[C:21]2[N:22]=[C:23]([N:27]3[CH2:32][CH2:31][NH:30][CH2:29][CH2:28]3)[NH:24][C:25](=[O:26])[C:20]=2[CH2:19][CH2:18][CH2:17]1.[C:33]([C:36]1[N:41]=[CH:40][CH:39]=[CH:38][N:37]=1)(=O)[CH3:34].CN(C=O)C.C([BH3-])#N.[Na+]. (3) Reactant: C([O:3][C:4]([C:6]1([NH:15][C:16]([C:18]2[C:19]([N:25]([CH:27]([CH3:29])[CH3:28])[CH3:26])=[N:20][CH:21]=[C:22]([Cl:24])[CH:23]=2)=[O:17])[CH2:14][C:13]2[C:8](=[CH:9][CH:10]=[CH:11][CH:12]=2)[CH2:7]1)=[O:5])C.O1CCOCC1.CO.[Li+].[OH-]. Product: [Cl:24][C:22]1[CH:23]=[C:18]([C:16]([NH:15][C:6]2([C:4]([OH:5])=[O:3])[CH2:7][C:8]3[C:13](=[CH:12][CH:11]=[CH:10][CH:9]=3)[CH2:14]2)=[O:17])[C:19]([N:25]([CH:27]([CH3:28])[CH3:29])[CH3:26])=[N:20][CH:21]=1. The catalyst class is: 6.